From a dataset of Forward reaction prediction with 1.9M reactions from USPTO patents (1976-2016). Predict the product of the given reaction. (1) Given the reactants [C:1]([C:5]1[CH:9]=[C:8]([NH:10][C:11]([NH:13][C:14]2[C:23]3[C:18](=[CH:19][CH:20]=[CH:21][CH:22]=3)[C:17]([O:24][C:25]3[CH:30]=[CH:29][N:28]=[C:27](Cl)[N:26]=3)=[CH:16][CH:15]=2)=[O:12])[N:7]([C:32]2[CH:37]=[CH:36][C:35]([CH3:38])=[CH:34][CH:33]=2)[N:6]=1)([CH3:4])([CH3:3])[CH3:2].[C:39]([C:41]1[CH:42]=[C:43]([CH:45]=[C:46]([O:48][CH2:49][CH2:50][O:51][CH2:52][CH2:53][O:54][CH2:55][CH2:56][O:57][CH3:58])[CH:47]=1)[NH2:44])#[CH:40].C([O-])(O)=O.[Na+], predict the reaction product. The product is: [C:1]([C:5]1[CH:9]=[C:8]([NH:10][C:11]([NH:13][C:14]2[C:23]3[C:18](=[CH:19][CH:20]=[CH:21][CH:22]=3)[C:17]([O:24][C:25]3[CH:30]=[CH:29][N:28]=[C:27]([NH:44][C:43]4[CH:45]=[C:46]([O:48][CH2:49][CH2:50][O:51][CH2:52][CH2:53][O:54][CH2:55][CH2:56][O:57][CH3:58])[CH:47]=[C:41]([C:39]#[CH:40])[CH:42]=4)[N:26]=3)=[CH:16][CH:15]=2)=[O:12])[N:7]([C:32]2[CH:37]=[CH:36][C:35]([CH3:38])=[CH:34][CH:33]=2)[N:6]=1)([CH3:4])([CH3:3])[CH3:2]. (2) The product is: [Cl:1][C:2]1[N:7]=[N:6][C:5]([NH:8][S:9]([CH2:12][C:13]2[CH:18]=[C:17]([C:19]#[N:20])[CH:16]=[CH:15][C:14]=2[Cl:21])(=[O:11])=[O:10])=[C:4]([OH:22])[CH:3]=1. Given the reactants [Cl:1][C:2]1[N:7]=[N:6][C:5]([NH:8][S:9]([CH2:12][C:13]2[CH:18]=[C:17]([C:19]#[N:20])[CH:16]=[CH:15][C:14]=2[Cl:21])(=[O:11])=[O:10])=[C:4]([O:22]C)[CH:3]=1.B(Br)(Br)Br, predict the reaction product.